Dataset: NCI-60 drug combinations with 297,098 pairs across 59 cell lines. Task: Regression. Given two drug SMILES strings and cell line genomic features, predict the synergy score measuring deviation from expected non-interaction effect. Cell line: U251. Synergy scores: CSS=19.8, Synergy_ZIP=2.38, Synergy_Bliss=10.5, Synergy_Loewe=5.06, Synergy_HSA=6.01. Drug 1: C1CC(C1)(C(=O)O)C(=O)O.[NH2-].[NH2-].[Pt+2]. Drug 2: C(CCl)NC(=O)N(CCCl)N=O.